From a dataset of Forward reaction prediction with 1.9M reactions from USPTO patents (1976-2016). Predict the product of the given reaction. (1) Given the reactants C[Al](C)C.[NH2:5][C:6]1[CH:11]=[CH:10][CH:9]=[CH:8][CH:7]=1.C([O:14][C:15]([C:17]1[N:21]2[N:22]=[C:23]([Cl:27])[CH:24]=[C:25]([CH3:26])[C:20]2=[N:19][CH:18]=1)=O)C, predict the reaction product. The product is: [C:6]1([NH:5][C:15]([C:17]2[N:21]3[N:22]=[C:23]([Cl:27])[CH:24]=[C:25]([CH3:26])[C:20]3=[N:19][CH:18]=2)=[O:14])[CH:11]=[CH:10][CH:9]=[CH:8][CH:7]=1. (2) Given the reactants FC(F)(F)C(O)=O.[Cl:8][C:9]1[CH:14]=[CH:13][C:12]([C:15]2[CH2:20][CH2:19][N:18]([C@H:21]3[CH2:26][CH2:25][CH2:24][N:23](C(OC(C)(C)C)=O)[CH2:22]3)[CH2:17][CH:16]=2)=[CH:11][C:10]=1[NH:34][C@@H:35]([C:37]1[CH:42]=[CH:41][C:40]([Cl:43])=[CH:39][C:38]=1[Cl:44])[CH3:36], predict the reaction product. The product is: [Cl:8][C:9]1[CH:14]=[CH:13][C:12]([C:15]2[CH2:20][CH2:19][N:18]([C@H:21]3[CH2:26][CH2:25][CH2:24][NH:23][CH2:22]3)[CH2:17][CH:16]=2)=[CH:11][C:10]=1[NH:34][C@@H:35]([C:37]1[CH:42]=[CH:41][C:40]([Cl:43])=[CH:39][C:38]=1[Cl:44])[CH3:36]. (3) Given the reactants [CH3:1][Si:2]([CH3:55])([CH3:54])[CH2:3][CH2:4][O:5][CH2:6][N:7]([CH2:46][O:47][CH2:48][CH2:49][Si:50]([CH3:53])([CH3:52])[CH3:51])[C:8]1[N:13]2[N:14]=[CH:15][C:16]([C:17]3[CH:18]=[N:19][N:20]([C:22]4[CH:27]=[CH:26][CH:25]=[CH:24][CH:23]=4)[CH:21]=3)=[C:12]2[N:11]=[C:10]([CH:28]2[CH2:33][CH2:32][C:31]([O:41][CH2:42][CH2:43][O:44][CH3:45])([C:34]([O:36][CH2:37][CH2:38][O:39][CH3:40])=[O:35])[CH2:30][CH2:29]2)[CH:9]=1.C1C(=O)N([Br:63])C(=O)C1, predict the reaction product. The product is: [CH3:55][Si:2]([CH3:1])([CH3:54])[CH2:3][CH2:4][O:5][CH2:6][N:7]([CH2:46][O:47][CH2:48][CH2:49][Si:50]([CH3:53])([CH3:52])[CH3:51])[C:8]1[N:13]2[N:14]=[CH:15][C:16]([C:17]3[CH:18]=[N:19][N:20]([C:22]4[CH:23]=[CH:24][CH:25]=[CH:26][CH:27]=4)[CH:21]=3)=[C:12]2[N:11]=[C:10]([CH:28]2[CH2:33][CH2:32][C:31]([O:41][CH2:42][CH2:43][O:44][CH3:45])([C:34]([O:36][CH2:37][CH2:38][O:39][CH3:40])=[O:35])[CH2:30][CH2:29]2)[C:9]=1[Br:63]. (4) Given the reactants [CH3:1][O:2][C:3](=[O:12])[C:4]1[CH:9]=[CH:8][C:7]([F:10])=[C:6]([OH:11])[CH:5]=1.CC([O-])(C)C.[K+].[C:19]1(=[O:23])[O:22][CH2:21][CH2:20]1.C([O-])(O)=O.[Na+], predict the reaction product. The product is: [CH3:1][O:2][C:3](=[O:12])[C:4]1[CH:9]=[CH:8][C:7]([F:10])=[C:6]([O:11][CH2:21][CH2:20][C:19]([OH:23])=[O:22])[CH:5]=1. (5) Given the reactants [S:1]([C:5]1[CH:13]=[CH:12][CH:11]=[C:10]2[C:6]=1[CH2:7][CH:8]([C:14]([O:16][CH3:17])=[O:15])[CH2:9]2)(=[O:4])(=[O:3])[NH2:2].Br[CH2:19][CH2:20][O:21][C:22]1[CH:27]=[CH:26][C:25]([C:28](=[O:30])[CH3:29])=[C:24]([OH:31])[C:23]=1[CH2:32][CH2:33][CH3:34].C(=O)([O-])[O-].[Cs+].[Cs+].CN(C=O)C, predict the reaction product. The product is: [C:28]([C:25]1[CH:26]=[CH:27][C:22]([O:21][CH2:20][CH2:19][NH:2][S:1]([C:5]2[CH:13]=[CH:12][CH:11]=[C:10]3[C:6]=2[CH2:7][CH:8]([C:14]([O:16][CH3:17])=[O:15])[CH2:9]3)(=[O:3])=[O:4])=[C:23]([CH2:32][CH2:33][CH3:34])[C:24]=1[OH:31])(=[O:30])[CH3:29]. (6) Given the reactants [C:1](Cl)(=[O:5])[CH2:2][CH2:3][CH3:4].[C:7]([N:26]1[C:30]([C:31]2[CH:36]=[CH:35][CH:34]=[CH:33][C:32]=2[C:37]2[CH:42]=[CH:41][C:40]([CH2:43][NH:44][C@@H:45]([CH3:48])[CH2:46][OH:47])=[CH:39][CH:38]=2)=[N:29][N:28]=[N:27]1)([C:20]1[CH:25]=[CH:24][CH:23]=[CH:22][CH:21]=1)([C:14]1[CH:19]=[CH:18][CH:17]=[CH:16][CH:15]=1)[C:8]1[CH:13]=[CH:12][CH:11]=[CH:10][CH:9]=1.CCN(C(C)C)C(C)C.O, predict the reaction product. The product is: [OH:47][CH2:46][C@@H:45]([N:44]([CH2:43][C:40]1[CH:39]=[CH:38][C:37]([C:32]2[CH:33]=[CH:34][CH:35]=[CH:36][C:31]=2[C:30]2[N:26]([C:7]([C:20]3[CH:25]=[CH:24][CH:23]=[CH:22][CH:21]=3)([C:14]3[CH:15]=[CH:16][CH:17]=[CH:18][CH:19]=3)[C:8]3[CH:9]=[CH:10][CH:11]=[CH:12][CH:13]=3)[N:27]=[N:28][N:29]=2)=[CH:42][CH:41]=1)[C:1](=[O:5])[CH2:2][CH2:3][CH3:4])[CH3:48].